From a dataset of Full USPTO retrosynthesis dataset with 1.9M reactions from patents (1976-2016). Predict the reactants needed to synthesize the given product. (1) The reactants are: ClC1C=C(C=CC=1)C(OO)=[O:6].[Br:12][C:13]1[C:22]([O:23][CH3:24])=[C:21]2[C:16]([C:17](=[O:35])[C:18]([C:30]([O:32][CH2:33][CH3:34])=[O:31])=[C:19]([S:28][CH3:29])[N:20]2[CH:25]2[CH2:27][CH2:26]2)=[CH:15][CH:14]=1. Given the product [Br:12][C:13]1[C:22]([O:23][CH3:24])=[C:21]2[C:16]([C:17](=[O:35])[C:18]([C:30]([O:32][CH2:33][CH3:34])=[O:31])=[C:19]([S:28]([CH3:29])=[O:6])[N:20]2[CH:25]2[CH2:26][CH2:27]2)=[CH:15][CH:14]=1, predict the reactants needed to synthesize it. (2) The reactants are: Br[C:2]([CH3:13])([CH3:12])[C:3]([C:5]1[CH:10]=[CH:9][CH:8]=[CH:7][C:6]=1C)=[O:4].[CH3:14][C:15]1[C:20]([CH3:21])=[CH:19][C:18]([CH3:22])=[CH:17][C:16]=1[OH:23].[C:24](=O)([O-])[O-].[K+].[K+].CO. Given the product [CH3:13][C:2]([O:23][C:16]1[CH:17]=[C:18]([CH3:22])[CH:19]=[C:20]([CH3:21])[C:15]=1[CH3:14])([CH3:12])[C:3]([C:5]1[CH:6]=[CH:7][C:8]([CH3:24])=[CH:9][CH:10]=1)=[O:4], predict the reactants needed to synthesize it. (3) Given the product [N+:9]([C:12]1[CH:17]=[CH:16][CH:15]=[CH:14][C:13]=1[NH:27][C:24]1[CH:25]=[CH:26][C:21]([O:20][CH3:19])=[CH:22][CH:23]=1)([O-:11])=[O:10], predict the reactants needed to synthesize it. The reactants are: [O-]P([O-])([O-])=O.[K+].[K+].[K+].[N+:9]([C:12]1[CH:17]=[CH:16][CH:15]=[CH:14][C:13]=1Cl)([O-:11])=[O:10].[CH3:19][O:20][C:21]1[CH:26]=[CH:25][C:24]([NH2:27])=[CH:23][CH:22]=1. (4) The reactants are: [F:1][C:2]1[CH:3]=[CH:4][C:5]([CH2:28][CH2:29][C:30]2[CH:35]=[CH:34][C:33]([OH:36])=[CH:32][C:31]=2[CH3:37])=[C:6]([C:8]2[N:13]=[C:12]([N:14]3[C:18]([C:19]([F:22])([F:21])[F:20])=[C:17]([C:23]([O:25][CH2:26][CH3:27])=[O:24])[CH:16]=[N:15]3)[CH:11]=[CH:10][CH:9]=2)[CH:7]=1.C([O-])([O-])=O.[K+].[K+].Br[CH2:45][CH2:46][CH2:47][C:48]([F:51])([F:50])[F:49]. Given the product [F:1][C:2]1[CH:3]=[CH:4][C:5]([CH2:28][CH2:29][C:30]2[CH:35]=[CH:34][C:33]([O:36][CH2:45][CH2:46][CH2:47][C:48]([F:51])([F:50])[F:49])=[CH:32][C:31]=2[CH3:37])=[C:6]([C:8]2[N:13]=[C:12]([N:14]3[C:18]([C:19]([F:22])([F:20])[F:21])=[C:17]([C:23]([O:25][CH2:26][CH3:27])=[O:24])[CH:16]=[N:15]3)[CH:11]=[CH:10][CH:9]=2)[CH:7]=1, predict the reactants needed to synthesize it.